From a dataset of Forward reaction prediction with 1.9M reactions from USPTO patents (1976-2016). Predict the product of the given reaction. (1) Given the reactants CN(CCN(C)C)C.[Li]CCCC.[C:14]1([C:20]2[CH:25]=[CH:24][CH:23]=[CH:22][C:21]=2[O:26][CH3:27])[CH:19]=[CH:18][CH:17]=[CH:16][CH:15]=1.CN([CH:31]=[O:32])C, predict the reaction product. The product is: [CH3:27][O:26][C:21]1[C:22]([CH:31]=[O:32])=[CH:23][CH:24]=[CH:25][C:20]=1[C:14]1[CH:15]=[CH:16][CH:17]=[CH:18][CH:19]=1. (2) Given the reactants [F:1][CH:2]([F:30])[O:3][C:4]1[CH:9]=[CH:8][C:7]([C@@H:10]([N:12]2[CH2:17][CH2:16][C@@:15]([C:22]3[CH:27]=[CH:26][C:25]([F:28])=[CH:24][CH:23]=3)([CH2:18][CH2:19][CH2:20][OH:21])[O:14][C:13]2=[O:29])[CH3:11])=[CH:6][CH:5]=1.[OH2:31], predict the reaction product. The product is: [F:30][CH:2]([F:1])[O:3][C:4]1[CH:9]=[CH:8][C:7]([C@@H:10]([N:12]2[CH2:17][CH2:16][C@:15]([CH2:18][CH2:19][C:20]([OH:31])=[O:21])([C:22]3[CH:23]=[CH:24][C:25]([F:28])=[CH:26][CH:27]=3)[O:14][C:13]2=[O:29])[CH3:11])=[CH:6][CH:5]=1. (3) Given the reactants Br[C:2]1[CH:3]=[CH:4][C:5]([N+:10]([O-:12])=[O:11])=[C:6]([CH:9]=1)[CH:7]=[O:8].[F:13][C:14]1[CH:19]=[CH:18][CH:17]=[CH:16][C:15]=1B(O)O.C([O-])([O-])=O.[K+].[K+], predict the reaction product. The product is: [F:13][C:14]1[CH:19]=[CH:18][CH:17]=[CH:16][C:15]=1[C:2]1[CH:3]=[CH:4][C:5]([N+:10]([O-:12])=[O:11])=[C:6]([CH:7]=[O:8])[CH:9]=1. (4) The product is: [NH2:1][C:2]1[C:3]2[C:10]([C:11]3[CH:16]=[CH:15][C:14]([NH:17][C:18](=[O:26])[O:19][CH2:36][C:37]4[CH:42]=[CH:41][C:40]([NH2:43])=[CH:39][CH:38]=4)=[C:13]([O:27][CH3:28])[CH:12]=3)=[CH:9][N:8]([CH:29]3[CH2:34][CH2:33][O:32][CH2:31][CH2:30]3)[C:4]=2[N:5]=[CH:6][N:7]=1. Given the reactants [NH2:1][C:2]1[C:3]2[C:10]([C:11]3[CH:16]=[CH:15][C:14]([NH:17][C:18](=[O:26])[O:19]C4C=CC=CC=4)=[C:13]([O:27][CH3:28])[CH:12]=3)=[CH:9][N:8]([CH:29]3[CH2:34][CH2:33][O:32][CH2:31][CH2:30]3)[C:4]=2[N:5]=[CH:6][N:7]=1.O[CH2:36][C:37]1[CH:42]=[CH:41][C:40]([NH:43]C(=O)OC(C)(C)C)=[CH:39][CH:38]=1, predict the reaction product. (5) Given the reactants [O:1]=[CH:2][C:3]1[CH:11]=[CH:10][C:8]([OH:9])=[C:5]([O:6][CH3:7])[CH:4]=1.OO, predict the reaction product. The product is: [CH3:7][O:6][C:5]1[CH:4]=[C:3]([CH:2]=[O:1])[CH:11]=[C:10]([C:10]2[C:8]([OH:9])=[C:5]([O:6][CH3:7])[CH:4]=[C:3]([CH:2]=[O:1])[CH:11]=2)[C:8]=1[OH:9]. (6) Given the reactants [CH3:1][N:2]1[C:6]([Sn](CCCC)(CCCC)CCCC)=[CH:5][N:4]=[N:3]1.Br[C:21]1[CH:33]=[N:32][C:31]2[C:30]3[CH:29]=[CH:28][C:27]([C:34]([O:36][CH3:37])=[O:35])=[CH:26][C:25]=3[N:24]([CH:38]([C:45]3[CH:50]=[CH:49][C:48]([F:51])=[CH:47][CH:46]=3)[CH:39]3[CH2:44][CH2:43][O:42][CH2:41][CH2:40]3)[C:23]=2[CH:22]=1.C(N(CC)CC)C, predict the reaction product. The product is: [F:51][C:48]1[CH:49]=[CH:50][C:45]([CH:38]([CH:39]2[CH2:44][CH2:43][O:42][CH2:41][CH2:40]2)[N:24]2[C:25]3[CH:26]=[C:27]([C:34]([O:36][CH3:37])=[O:35])[CH:28]=[CH:29][C:30]=3[C:31]3[N:32]=[CH:33][C:21]([C:6]4[N:2]([CH3:1])[N:3]=[N:4][CH:5]=4)=[CH:22][C:23]2=3)=[CH:46][CH:47]=1. (7) Given the reactants [F:1][C:2]1[CH:30]=[CH:29][C:5]2[N:6]([CH:10]3[CH2:15][CH2:14][N:13]([C:16]4([CH3:28])[CH2:20][CH2:19][N:18]([C:21]([O:23][C:24](C)(C)C)=[O:22])[CH2:17]4)[CH2:12][CH2:11]3)[C:7](=[O:9])[NH:8][C:4]=2[CH:3]=1.C(Cl)(=O)OC, predict the reaction product. The product is: [F:1][C:2]1[CH:30]=[CH:29][C:5]2[N:6]([CH:10]3[CH2:15][CH2:14][N:13]([C:16]4([CH3:28])[CH2:20][CH2:19][N:18]([C:21]([O:23][CH3:24])=[O:22])[CH2:17]4)[CH2:12][CH2:11]3)[C:7](=[O:9])[NH:8][C:4]=2[CH:3]=1.